Dataset: Full USPTO retrosynthesis dataset with 1.9M reactions from patents (1976-2016). Task: Predict the reactants needed to synthesize the given product. The reactants are: [CH:1]1([CH:7]([NH:20][C:21]2[CH:29]=[CH:28][C:24]([C:25]([OH:27])=O)=[CH:23][CH:22]=2)[C:8]2[CH:12]=[C:11]([C:13](=[O:17])[CH:14]([CH3:16])[CH3:15])[S:10][C:9]=2[CH2:18][CH3:19])[CH2:6][CH2:5][CH2:4][CH2:3][CH2:2]1.[CH3:30][NH:31][CH2:32][CH2:33][C:34]([O:36]CC)=[O:35].O.ON1C2C=CC=CC=2N=N1.Cl.[OH-].[Na+]. Given the product [CH:1]1([CH:7]([NH:20][C:21]2[CH:29]=[CH:28][C:24]([C:25]([N:31]([CH3:30])[CH2:32][CH2:33][C:34]([OH:36])=[O:35])=[O:27])=[CH:23][CH:22]=2)[C:8]2[CH:12]=[C:11]([C:13](=[O:17])[CH:14]([CH3:15])[CH3:16])[S:10][C:9]=2[CH2:18][CH3:19])[CH2:2][CH2:3][CH2:4][CH2:5][CH2:6]1, predict the reactants needed to synthesize it.